This data is from Full USPTO retrosynthesis dataset with 1.9M reactions from patents (1976-2016). The task is: Predict the reactants needed to synthesize the given product. (1) The reactants are: [CH2:1]([N:8]1[CH2:13][CH2:12][CH:11]([NH:14][C:15](=S)[NH:16][NH:17][C:18](=O)[C:19]2[CH:24]=[C:23]([CH:25]([CH3:27])[CH3:26])[C:22]([O:28][CH2:29][O:30][CH3:31])=[CH:21][C:20]=2[O:32][CH2:33][O:34][CH3:35])[CH2:10][CH2:9]1)[C:2]1[CH:7]=[CH:6][CH:5]=[CH:4][CH:3]=1.[OH-:38].[Na+]. Given the product [CH2:1]([N:8]1[CH2:13][CH2:12][CH:11]([N:14]2[C:18]([C:19]3[CH:24]=[C:23]([CH:25]([CH3:27])[CH3:26])[C:22]([O:28][CH2:29][O:30][CH3:31])=[CH:21][C:20]=3[O:32][CH2:33][O:34][CH3:35])=[N:17][NH:16][C:15]2=[O:38])[CH2:10][CH2:9]1)[C:2]1[CH:7]=[CH:6][CH:5]=[CH:4][CH:3]=1, predict the reactants needed to synthesize it. (2) Given the product [OH:1][C:2]1([CH2:9][NH:10][C:11]([C:13]2[C:14]3[CH:15]=[CH:16][C:17]([N:37]4[CH2:38][CH2:39][CH:35]([F:34])[CH2:36]4)=[N:18][C:19]=3[CH:20]=[CH:21][C:22]=2[Cl:23])=[O:12])[CH2:7][CH2:6][CH2:5][CH:4]([CH3:8])[CH2:3]1, predict the reactants needed to synthesize it. The reactants are: [OH:1][C:2]1([CH2:9][NH:10][C:11]([C:13]2[C:14]3[CH:15]=[CH:16][C:17](Cl)=[N:18][C:19]=3[CH:20]=[CH:21][C:22]=2[Cl:23])=[O:12])[CH2:7][CH2:6][CH2:5][CH:4]([CH3:8])[CH2:3]1.CCN(C(C)C)C(C)C.[F:34][CH:35]1[CH2:39][CH2:38][NH:37][CH2:36]1. (3) Given the product [C:19]([N:12]1[CH:11]([C:13]([OH:15])=[O:14])[CH2:10][S:9][CH:8]1[C:7]1[C:6]([CH2:16][OH:17])=[CH:5][N:4]=[C:3]([CH3:18])[C:2]=1[OH:1])(=[O:21])[CH3:20], predict the reactants needed to synthesize it. The reactants are: [OH:1][C:2]1[C:3]([CH3:18])=[N:4][CH:5]=[C:6]([CH2:16][OH:17])[C:7]=1[CH:8]1[NH:12][CH:11]([C:13]([OH:15])=[O:14])[CH2:10][S:9]1.[C:19](OC(=O)C)(=[O:21])[CH3:20].